This data is from NCI-60 drug combinations with 297,098 pairs across 59 cell lines. The task is: Regression. Given two drug SMILES strings and cell line genomic features, predict the synergy score measuring deviation from expected non-interaction effect. (1) Drug 1: CC1CCC2CC(C(=CC=CC=CC(CC(C(=O)C(C(C(=CC(C(=O)CC(OC(=O)C3CCCCN3C(=O)C(=O)C1(O2)O)C(C)CC4CCC(C(C4)OC)O)C)C)O)OC)C)C)C)OC. Drug 2: C(CC(=O)O)C(=O)CN.Cl. Cell line: RPMI-8226. Synergy scores: CSS=47.3, Synergy_ZIP=-3.36, Synergy_Bliss=-4.75, Synergy_Loewe=-20.4, Synergy_HSA=0.611. (2) Drug 1: CNC(=O)C1=CC=CC=C1SC2=CC3=C(C=C2)C(=NN3)C=CC4=CC=CC=N4. Drug 2: C1C(C(OC1N2C=NC(=NC2=O)N)CO)O. Cell line: EKVX. Synergy scores: CSS=4.50, Synergy_ZIP=-1.03, Synergy_Bliss=1.69, Synergy_Loewe=-0.356, Synergy_HSA=0.901. (3) Drug 1: CNC(=O)C1=CC=CC=C1SC2=CC3=C(C=C2)C(=NN3)C=CC4=CC=CC=N4. Drug 2: CC1C(C(CC(O1)OC2CC(CC3=C2C(=C4C(=C3O)C(=O)C5=CC=CC=C5C4=O)O)(C(=O)C)O)N)O. Cell line: SF-295. Synergy scores: CSS=37.7, Synergy_ZIP=-0.518, Synergy_Bliss=0.650, Synergy_Loewe=-17.9, Synergy_HSA=2.37.